From a dataset of Forward reaction prediction with 1.9M reactions from USPTO patents (1976-2016). Predict the product of the given reaction. (1) Given the reactants C([O:8][CH:9]1[CH2:13][N:12]([C:14]([O:16][C:17]([CH3:20])([CH3:19])[CH3:18])=[O:15])[CH2:11][C:10]1([F:22])[F:21])C1C=CC=CC=1, predict the reaction product. The product is: [F:22][C:10]1([F:21])[CH:9]([OH:8])[CH2:13][N:12]([C:14]([O:16][C:17]([CH3:19])([CH3:18])[CH3:20])=[O:15])[CH2:11]1. (2) Given the reactants [C:1]1([S:7][CH:8]([CH2:13][C:14]2[CH:19]=[CH:18][C:17]([O:20][CH2:21][CH2:22][NH:23][C:24](=[O:37])[C:25]3[CH:30]=[CH:29][C:28]([C:31]4[CH:36]=[CH:35][CH:34]=[CH:33][N:32]=4)=[CH:27][CH:26]=3)=[CH:16][CH:15]=2)[C:9]([O:11]C)=[O:10])[CH:6]=[CH:5][CH:4]=[CH:3][CH:2]=1.[OH-].[Na+], predict the reaction product. The product is: [C:1]1([S:7][CH:8]([CH2:13][C:14]2[CH:19]=[CH:18][C:17]([O:20][CH2:21][CH2:22][NH:23][C:24](=[O:37])[C:25]3[CH:26]=[CH:27][C:28]([C:31]4[CH:36]=[CH:35][CH:34]=[CH:33][N:32]=4)=[CH:29][CH:30]=3)=[CH:16][CH:15]=2)[C:9]([OH:11])=[O:10])[CH:6]=[CH:5][CH:4]=[CH:3][CH:2]=1. (3) Given the reactants [C:1]([OH:11])(=[O:10])[C:2]1[NH:9][C:7](=[O:8])[NH:6][C:4](=[O:5])[CH:3]=1.C=O.Cl.[CH2:15](O)CO, predict the reaction product. The product is: [OH:8][C:7]1[N:6]=[C:4]([OH:5])[C:3]2[CH2:15][O:10][C:1](=[O:11])[C:2]=2[N:9]=1.